This data is from M1 muscarinic receptor antagonist screen with 61,756 compounds. The task is: Binary Classification. Given a drug SMILES string, predict its activity (active/inactive) in a high-throughput screening assay against a specified biological target. (1) The compound is Clc1ccc(C(=O)Cn2c3c(nc2NCCO)cccc3)cc1. The result is 0 (inactive). (2) The compound is S(=O)(=O)(N1CCC(CC1)C(=O)Nc1ccc(CCCC)cc1)C. The result is 0 (inactive). (3) The molecule is O(Cc1n(c2c(n(CCCC)c(=O)[nH]c2=O)n1)CCC)c1ccc(cc1)C#N. The result is 0 (inactive). (4) The drug is S(c1nc(N)c(c(c2ccc(cc2)C)c1C#N)C#N)CC=C. The result is 0 (inactive). (5) The compound is O=C(NC12CC3CC(C1)CC(C2)C3)NC(=O)COC(=O)c1n[nH]c2c1cccc2. The result is 0 (inactive). (6) The compound is O1C(CC(=O)NCCCN2CCN(CC2)c2ccc(OC)cc2)C(=O)Nc2c1ccc(c2)C. The result is 0 (inactive). (7) The molecule is Fc1ccc(C2NC(=O)NC(=C2C(OCc2cc3OCOc3cc2)=O)C)cc1. The result is 0 (inactive).